This data is from CYP2D6 inhibition data for predicting drug metabolism from PubChem BioAssay. The task is: Regression/Classification. Given a drug SMILES string, predict its absorption, distribution, metabolism, or excretion properties. Task type varies by dataset: regression for continuous measurements (e.g., permeability, clearance, half-life) or binary classification for categorical outcomes (e.g., BBB penetration, CYP inhibition). Dataset: cyp2d6_veith. The molecule is COc1cc(C(=O)NCc2ccc(OCCN(C)C)cc2)cc(OC)c1OC. The result is 0 (non-inhibitor).